From a dataset of Full USPTO retrosynthesis dataset with 1.9M reactions from patents (1976-2016). Predict the reactants needed to synthesize the given product. (1) Given the product [C:19]([OH:24])(=[O:23])[C:20]([OH:22])=[O:21].[NH2:15][CH2:14][C:9]1[CH:10]=[CH:11][CH:12]=[CH:13][C:8]=1[CH2:7][C:6]([O:5][C:1]([CH3:4])([CH3:3])[CH3:2])=[O:18], predict the reactants needed to synthesize it. The reactants are: [C:1]([O:5][C:6](=[O:18])[CH2:7][C:8]1[CH:13]=[CH:12][CH:11]=[CH:10][C:9]=1[CH2:14][N:15]=[N+]=[N-])([CH3:4])([CH3:3])[CH3:2].[C:19]([OH:24])(=[O:23])[C:20]([OH:22])=[O:21]. (2) Given the product [CH3:1][O:2][C:3]1[CH:4]=[C:5]2[C:10](=[CH:11][C:12]=1[O:13][CH3:14])[N:9]=[CH:8][CH:7]=[C:6]2[O:15][C:17]1[CH:22]=[N:21][C:20]([N+:23]([O-:25])=[O:24])=[CH:19][CH:18]=1, predict the reactants needed to synthesize it. The reactants are: [CH3:1][O:2][C:3]1[CH:4]=[C:5]2[C:10](=[CH:11][C:12]=1[O:13][CH3:14])[N:9]=[CH:8][CH:7]=[C:6]2[OH:15].F[C:17]1[CH:18]=[CH:19][C:20]([N+:23]([O-:25])=[O:24])=[N:21][CH:22]=1.C(=O)([O-])[O-].[Cs+].[Cs+]. (3) Given the product [O:30]1[CH:34]=[CH:33][C:32]([C:4]2[CH:5]=[C:6]3[C:11](=[CH:12][CH:13]=2)[N:10]=[CH:9][N:8]=[C:7]3[NH:14][C:15]2[CH:20]=[CH:19][C:18]([O:21][CH2:22][C:23]3[CH:28]=[CH:27][CH:26]=[CH:25][N:24]=3)=[C:17]([CH3:29])[CH:16]=2)=[CH:31]1, predict the reactants needed to synthesize it. The reactants are: Cl.Cl.Br[C:4]1[CH:5]=[C:6]2[C:11](=[CH:12][CH:13]=1)[N:10]=[CH:9][N:8]=[C:7]2[NH:14][C:15]1[CH:20]=[CH:19][C:18]([O:21][CH2:22][C:23]2[CH:28]=[CH:27][CH:26]=[CH:25][N:24]=2)=[C:17]([CH3:29])[CH:16]=1.[O:30]1[CH:34]=[CH:33][C:32](B(OC(C)C)OC(C)C)=[CH:31]1. (4) Given the product [CH2:1]([O:5][C:6]1[CH:11]=[C:10]([CH2:12][CH2:13][C:14]([O:16][CH3:17])=[O:15])[CH:9]=[CH:8][C:7]=1[C:18]1[CH:23]=[CH:22][CH:21]=[C:20]([NH:24][CH3:25])[CH:19]=1)[CH2:2][CH2:3][CH3:4], predict the reactants needed to synthesize it. The reactants are: [CH2:1]([O:5][C:6]1[CH:11]=[C:10](/[CH:12]=[CH:13]/[C:14]([O:16][CH3:17])=[O:15])[CH:9]=[CH:8][C:7]=1[C:18]1[CH:23]=[CH:22][CH:21]=[C:20]([NH:24][CH3:25])[CH:19]=1)[CH2:2][CH2:3][CH3:4].